Task: Predict which catalyst facilitates the given reaction.. Dataset: Catalyst prediction with 721,799 reactions and 888 catalyst types from USPTO (1) Reactant: [Cl:1][C:2]1[C:11]2[CH2:10][N:9]([C@H:12]([CH2:21][C:22]#[N:23])[C:13]([NH:15][CH:16]3[CH2:20][CH2:19][CH2:18][CH2:17]3)=[O:14])[C:8](=[O:24])[C:7]3=[CH:25][N:26]([S:27]([C:30]4[CH:36]=[CH:35][C:33]([CH3:34])=[CH:32][CH:31]=4)(=[O:29])=[O:28])[C:5]([C:6]=23)=[N:4][CH:3]=1.[OH-:37].[Na+]. Product: [Cl:1][C:2]1[C:11]([CH2:10][NH:9][C@H:12]([CH2:21][C:22]#[N:23])[C:13]([NH:15][CH:16]2[CH2:17][CH2:18][CH2:19][CH2:20]2)=[O:14])=[C:6]2[C:7]([C:8]([OH:24])=[O:37])=[CH:25][N:26]([S:27]([C:30]3[CH:36]=[CH:35][C:33]([CH3:34])=[CH:32][CH:31]=3)(=[O:29])=[O:28])[C:5]2=[N:4][CH:3]=1. The catalyst class is: 5. (2) Reactant: [C:1]([O:5][C:6](=[O:19])[NH:7][C:8]1[CH:13]=[C:12]([C:14]([F:17])([F:16])[F:15])[CH:11]=[C:10](Br)[CH:9]=1)([CH3:4])([CH3:3])[CH3:2].[CH3:20][N:21]1[CH2:26][CH2:25][NH:24][CH2:23][CH2:22]1.CC([O-])(C)C.[Na+].C(P(C(C)(C)C)C(C)(C)C)(C)(C)C. Product: [C:1]([O:5][C:6](=[O:19])[NH:7][C:8]1[CH:13]=[C:12]([C:14]([F:17])([F:16])[F:15])[CH:11]=[C:10]([N:24]2[CH2:25][CH2:26][N:21]([CH3:20])[CH2:22][CH2:23]2)[CH:9]=1)([CH3:4])([CH3:3])[CH3:2]. The catalyst class is: 260. (3) Reactant: [C:1]12(O)[CH2:10][CH:5]3[CH2:6][CH:7]([CH2:9][CH:3]([CH2:4]3)[CH2:2]1)[CH2:8]2.O.C1(C)C=CC(S(O)(=O)=O)=CC=1.C(O)C.[C:27]1([CH:34]=[CH:33][CH:32]=[C:30]([OH:31])[CH:29]=1)[OH:28]. Product: [OH:28][C:27]1[CH:29]=[C:30]([OH:31])[CH:32]=[CH:33][C:34]=1[C:1]12[CH2:10][CH:5]3[CH2:6][CH:7]([CH2:9][CH:3]([CH2:4]3)[CH2:2]1)[CH2:8]2. The catalyst class is: 6. (4) Reactant: [N:1]1([C:7]2[S:8][C:9]3[C:10](=O)[NH:11][CH2:12][CH2:13][C:14]=3[N:15]=2)[CH2:6][CH2:5][O:4][CH2:3][CH2:2]1.COC1C=CC(P2(SP(C3C=CC(OC)=CC=3)(=S)S2)=[S:26])=CC=1.C(Cl)Cl.O. Product: [N:1]1([C:7]2[S:8][C:9]3[C:10](=[S:26])[NH:11][CH2:12][CH2:13][C:14]=3[N:15]=2)[CH2:6][CH2:5][O:4][CH2:3][CH2:2]1. The catalyst class is: 1. (5) Reactant: I[C:2]1[CH:7]=[C:6]([I:8])[N:5]=[CH:4][N:3]=1.[NH2:9][C:10]1[CH:19]=[C:18]2[C:13]([CH:14]=[CH:15][CH:16]=[N:17]2)=[CH:12][CH:11]=1.C([O-])([O-])=O.[K+].[K+]. Product: [I:8][C:6]1[N:5]=[CH:4][N:3]=[C:2]([NH:9][C:10]2[CH:19]=[C:18]3[C:13]([CH:14]=[CH:15][CH:16]=[N:17]3)=[CH:12][CH:11]=2)[CH:7]=1. The catalyst class is: 3. (6) Reactant: [CH2:1]([C:4]1[C:25]([CH2:26][CH2:27][CH3:28])=[CH:24][C:23]2[C:6](=[CH:7][C:8]3[C:9](=[O:36])[C:10]4[C:19]([C:20](=[O:29])[C:21]=3[CH:22]=2)=[CH:18][C:17]2[C:12](=[CH:13][C:14]([CH2:33][CH2:34][CH3:35])=[C:15]([CH2:30][CH2:31][CH3:32])[CH:16]=2)[CH:11]=4)[CH:5]=1)[CH2:2][CH3:3].C([BH-](CC)CC)C.[Li+].Cl. The catalyst class is: 1. Product: [OH:29][CH:20]1[C:19]2[C:10](=[CH:11][C:12]3[C:17]([CH:18]=2)=[CH:16][C:15]([CH2:30][CH2:31][CH3:32])=[C:14]([CH2:33][CH2:34][CH3:35])[CH:13]=3)[CH:9]([OH:36])[C:8]2[CH:7]=[C:6]3[C:23]([CH:24]=[C:25]([CH2:26][CH2:27][CH3:28])[C:4]([CH2:1][CH2:2][CH3:3])=[CH:5]3)=[CH:22][C:21]1=2. (7) Reactant: Cl[C:2]1[N:7]=[CH:6][C:5]([Br:8])=[CH:4][N:3]=1.[CH2:9]([O:16][C:17]1[CH:18]=[C:19]([CH:21]=[CH:22][CH:23]=1)[NH2:20])[C:10]1[CH:15]=[CH:14][CH:13]=[CH:12][CH:11]=1. Product: [CH2:9]([O:16][C:17]1[CH:18]=[C:19]([NH:20][C:2]2[N:7]=[CH:6][C:5]([Br:8])=[CH:4][N:3]=2)[CH:21]=[CH:22][CH:23]=1)[C:10]1[CH:11]=[CH:12][CH:13]=[CH:14][CH:15]=1. The catalyst class is: 32. (8) Reactant: [OH:1][C:2]1[C:9](I)=[CH:8][C:7]([I:11])=[CH:6][C:3]=1[CH:4]=[O:5].[CH:12]#[C:13][CH3:14]. Product: [I:11][C:7]1[CH:6]=[C:3]([CH:4]=[O:5])[C:2]2[O:1][C:13]([CH3:14])=[CH:12][C:9]=2[CH:8]=1. The catalyst class is: 300. (9) Reactant: [Sn](Cl)Cl.[Cl:4][C:5]1[CH:10]=[CH:9][CH:8]=[C:7]([Cl:11])[C:6]=1[C:12]1[O:16][N:15]=[C:14]([C:17]2[CH:22]=[CH:21][CH:20]=[C:19]([N+:23]([O-])=O)[CH:18]=2)[CH:13]=1. Product: [NH2:23][C:19]1[CH:18]=[C:17]([C:14]2[CH:13]=[C:12]([C:6]3[C:5]([Cl:4])=[CH:10][CH:9]=[CH:8][C:7]=3[Cl:11])[O:16][N:15]=2)[CH:22]=[CH:21][CH:20]=1. The catalyst class is: 84.